This data is from Reaction yield outcomes from USPTO patents with 853,638 reactions. The task is: Predict the reaction yield, written as a fraction of the theoretical maximum amount of product (1.0 means a 100% yield; for example, 0.34 means a 34% yield). (1) The reactants are [NH2:1][C:2]1[CH:3]=[C:4]([CH:7]=[C:8]([CH:11]=[CH2:12])[C:9]=1[Cl:10])[C:5]#[N:6].Cl[C:14]1[N:19]=[C:18]([N:20]([CH:30]2[CH2:32][CH2:31]2)[CH2:21][C:22]2[CH:27]=[CH:26][C:25]([O:28][CH3:29])=[CH:24][CH:23]=2)[C:17]2=[N:33][CH:34]=[C:35]([C:36]#[N:37])[N:16]2[N:15]=1.C([O-])([O-])=O.[Cs+].[Cs+].C1(P(C2C=CC=CC=2)C2C3OC4C(=CC=CC=4P(C4C=CC=CC=4)C4C=CC=CC=4)C(C)(C)C=3C=CC=2)C=CC=CC=1. The catalyst is C1C=CC(P(C2C=CC=CC=2)[C-]2C=CC=C2)=CC=1.C1C=CC(P(C2C=CC=CC=2)[C-]2C=CC=C2)=CC=1.[Fe+2].CC([O-])=O.CC([O-])=O.[Pd+2]. The product is [Cl:10][C:9]1[C:8]([CH:11]=[CH2:12])=[CH:7][C:4]([C:5]#[N:6])=[CH:3][C:2]=1[NH:1][C:14]1[N:19]=[C:18]([N:20]([CH:30]2[CH2:32][CH2:31]2)[CH2:21][C:22]2[CH:27]=[CH:26][C:25]([O:28][CH3:29])=[CH:24][CH:23]=2)[C:17]2=[N:33][CH:34]=[C:35]([C:36]#[N:37])[N:16]2[N:15]=1. The yield is 0.510. (2) The reactants are [O:1]1[CH2:6][CH2:5][CH:4]([NH:7][CH:8]([C:10]2[CH:15]=[C:14]([N:16]([CH2:25][O:26][CH2:27][CH2:28][Si:29]([CH3:32])([CH3:31])[CH3:30])[CH2:17][O:18][CH2:19][CH2:20][Si:21]([CH3:24])([CH3:23])[CH3:22])[N:13]3[N:33]=[CH:34][CH:35]=[C:12]3[N:11]=2)[CH3:9])[CH2:3][CH2:2]1.C1C(=O)N([I:43])C(=O)C1.S([O-])([O-])(=O)=S.[Na+].[Na+]. The catalyst is C(#N)C. The product is [I:43][C:35]1[CH:34]=[N:33][N:13]2[C:14]([N:16]([CH2:25][O:26][CH2:27][CH2:28][Si:29]([CH3:32])([CH3:31])[CH3:30])[CH2:17][O:18][CH2:19][CH2:20][Si:21]([CH3:24])([CH3:22])[CH3:23])=[CH:15][C:10]([CH:8]([NH:7][CH:4]3[CH2:5][CH2:6][O:1][CH2:2][CH2:3]3)[CH3:9])=[N:11][C:12]=12. The yield is 0.690. (3) The reactants are C([O:4][C@H:5]1[C@@H:21]([O:22]C(=O)C)[C@H:20]([O:26]C(=O)C)[C@@H:19]([CH2:30][O:31]C(=O)C)[O:18][C@@H:6]1[O:7][CH2:8][CH2:9][CH2:10][CH2:11][CH2:12][C:13]([O:15][CH2:16]C)=[O:14])(=O)C.C[O-].[Na+]. The catalyst is CO. The product is [O:7]([CH2:8][CH2:9][CH2:10][CH2:11][CH2:12][C:13]([O:15][CH3:16])=[O:14])[C@H:6]1[O:18][C@H:19]([CH2:30][OH:31])[C@@H:20]([OH:26])[C@H:21]([OH:22])[C@@H:5]1[OH:4]. The yield is 1.00. (4) The reactants are B(Br)(Br)Br.C[O:6][C:7]1[C:8]([CH3:16])=[C:9]2[C:13](=[CH:14][CH:15]=1)[NH:12][N:11]=[CH:10]2.C(=O)([O-])O.[Na+]. The catalyst is ClCCl. The product is [CH3:16][C:8]1[C:7]([OH:6])=[CH:15][CH:14]=[C:13]2[C:9]=1[CH:10]=[N:11][NH:12]2. The yield is 0.410. (5) The reactants are [Cl:1][C:2]1[CH:7]=[CH:6][C:5]([CH:8]2[C:17]([CH3:19])([CH3:18])[CH2:16][C:15]3[C:10](=[CH:11][CH:12]=[C:13]([C:20]([O:22]C)=[O:21])[CH:14]=3)[NH:9]2)=[CH:4][C:3]=1[NH:24][C:25]([CH:27]1[CH2:32][CH2:31][CH2:30][CH2:29][CH2:28]1)=[O:26].[OH-].[Na+]. The catalyst is CO.O. The product is [Cl:1][C:2]1[CH:7]=[CH:6][C:5]([CH:8]2[C:17]([CH3:18])([CH3:19])[CH2:16][C:15]3[C:10](=[CH:11][CH:12]=[C:13]([C:20]([OH:22])=[O:21])[CH:14]=3)[NH:9]2)=[CH:4][C:3]=1[NH:24][C:25]([CH:27]1[CH2:32][CH2:31][CH2:30][CH2:29][CH2:28]1)=[O:26]. The yield is 0.140. (6) The yield is 1.00. The product is [Br:1][C:2]1[CH:7]=[CH:6][C:5]([C:8]2([CH3:19])[CH2:9][CH2:10][NH:11][CH2:12][CH2:13]2)=[CH:4][CH:3]=1. The reactants are [Br:1][C:2]1[CH:7]=[CH:6][C:5]([C:8]2([CH3:19])[CH2:13][CH2:12][N:11](C(OCC)=O)[CH2:10][CH2:9]2)=[CH:4][CH:3]=1.[OH-].[K+]. The catalyst is CCO. (7) The reactants are [Li+].CC([N-]C(C)C)C.C1COCC1.CCCCCCC.[CH2:21]([C:23]1[CH:28]=CC=C[CH:24]=1)C.[CH3:29][O:30][C:31](=[O:55])[CH2:32][C:33]1[CH:38]=[C:37]([O:39][CH2:40][C:41]2[CH:46]=[CH:45][CH:44]=[CH:43][CH:42]=2)[CH:36]=[C:35]([O:47][CH2:48][C:49]2[CH:54]=[CH:53][CH:52]=[CH:51][CH:50]=2)[CH:34]=1.BrCC(C)=C. The catalyst is C1COCC1. The product is [CH3:29][O:30][C:31](=[O:55])[CH:32]([C:33]1[CH:34]=[C:35]([O:47][CH2:48][C:49]2[CH:54]=[CH:53][CH:52]=[CH:51][CH:50]=2)[CH:36]=[C:37]([O:39][CH2:40][C:41]2[CH:46]=[CH:45][CH:44]=[CH:43][CH:42]=2)[CH:38]=1)[CH2:24][C:23]([CH3:28])=[CH2:21]. The yield is 0.940. (8) The reactants are [O-:1][CH2:2][CH3:3].[Na+].[Na].FC1[CH:12]=[C:11]([Cl:13])[C:10]([N+:14]([O-:16])=[O:15])=[CH:9][C:8]=1C.[CH3:18][CH2:19]O. No catalyst specified. The product is [Cl:13][C:11]1[CH:12]=[C:2]([O:1][CH2:18][CH3:19])[CH:3]=[C:9]([CH3:8])[C:10]=1[N+:14]([O-:16])=[O:15]. The yield is 1.00. (9) The reactants are [CH:1]([OH:3])=O.OO.[C:6]1([C:11]2[CH:16]=[CH:15][C:14]([F:17])=[CH:13][C:12]=2[F:18])C[CH2:9][CH2:8][CH:7]=1. No catalyst specified. The product is [F:18][C:12]1[CH:13]=[C:14]([F:17])[CH:15]=[CH:16][C:11]=1[CH:6]1[CH2:7][CH2:8][CH2:9][C:1]1=[O:3]. The yield is 0.455. (10) The reactants are C[O:2][C:3](=O)[C:4]1[CH:9]=[CH:8][C:7]([Br:10])=[N:6][C:5]=1[O:11][CH3:12].[OH-].[NH4+:15]. No catalyst specified. The product is [Br:10][C:7]1[CH:8]=[CH:9][C:4]([C:3]([NH2:15])=[O:2])=[C:5]([O:11][CH3:12])[N:6]=1. The yield is 0.660.